From a dataset of hERG potassium channel inhibition data for cardiac toxicity prediction from Karim et al.. Regression/Classification. Given a drug SMILES string, predict its toxicity properties. Task type varies by dataset: regression for continuous values (e.g., LD50, hERG inhibition percentage) or binary classification for toxic/non-toxic outcomes (e.g., AMES mutagenicity, cardiotoxicity, hepatotoxicity). Dataset: herg_karim. (1) The compound is N#CC1(NC(=O)[C@@H]2CCCC[C@H]2C(=O)N2CCN(c3ccc(F)cc3)CC2)CC1. The result is 0 (non-blocker). (2) The result is 0 (non-blocker). The drug is CCOC(=O)[C@H]1O[C@@H]1C(=O)N[C@@H](CC(C)C)C(=O)NCCC(C)C. (3) The molecule is CCOC(=O)N1CCC(CN2CCC3(CC2)CN(S(C)(=O)=O)c2ncccc23)CC1. The result is 1 (blocker). (4) The result is 0 (non-blocker). The molecule is CCOC(=O)N1CCN(Cc2noc(-c3cc(Cl)ccc3F)n2)CC1. (5) The drug is CNCc1ccc(-c2[nH]c3cc(F)cc4c3c2CCNC4=O)cc1. The result is 0 (non-blocker). (6) The compound is O=C(c1ccc(F)cc1OC[C@@H](O)CN1CCC2(CC1)Cc1cc(Cl)ccc1O2)N1CC[C@H](O)C1. The result is 1 (blocker). (7) The compound is CCOC[C@@H](CC(C)C)NC(=O)[C@@H]1CNC[C@H](C(=O)N(c2cc(OC)c(C(C)C)cn2)C2CC2)C1.Cl. The result is 0 (non-blocker).